This data is from Forward reaction prediction with 1.9M reactions from USPTO patents (1976-2016). The task is: Predict the product of the given reaction. (1) Given the reactants [CH3:1][O:2][C:3](=[O:52])[NH:4][C@@H:5]1[CH2:10][CH2:9][N:8]([C:11]2[CH:16]=[C:15]([C:17]#[N:18])[CH:14]=[C:13]([NH:19][C:20]3[N:25]=[C:24]([N:26](CC)[CH2:27][C:28]4C=CC(OC)=CC=4)[C:23]4=[N:38][CH:39]=[C:40]([C:41]#[N:42])[N:22]4[N:21]=3)[C:12]=2[Cl:43])[CH2:7][C@H:6]1[O:44][Si](C(C)(C)C)(C)C.CCCC[N+](CCCC)(CCCC)CCCC.[F-], predict the reaction product. The product is: [CH3:1][O:2][C:3](=[O:52])[NH:4][C@H:5]1[CH2:10][CH2:9][N:8]([C:11]2[CH:16]=[C:15]([C:17]#[N:18])[CH:14]=[C:13]([NH:19][C:20]3[N:25]=[C:24]([NH:26][CH2:27][CH3:28])[C:23]4=[N:38][CH:39]=[C:40]([C:41]#[N:42])[N:22]4[N:21]=3)[C:12]=2[Cl:43])[CH2:7][C@@H:6]1[OH:44]. (2) Given the reactants Cl[C:2]1C=C(Cl)C=C[C:3]=1C1N=C(CC)C(N[C@@H]2C3C(=CC=CC=3)C[C@@H]2OCC)=NC=1CC.[CH:32]1([C:35]2[N:40]=[C:39]([NH:41][C@@H:42]3[C:50]4[C:45](=[CH:46][CH:47]=[CH:48][CH:49]=4)[CH2:44][C@@H:43]3[OH:51])[C:38]([CH2:52][CH3:53])=[N:37][C:36]=2[C:54]2[CH:55]=[N:56][C:57]([N:61]([CH3:63])[CH3:62])=[CH:58][C:59]=2[CH3:60])[CH2:34][CH2:33]1, predict the reaction product. The product is: [CH:32]1([C:35]2[N:40]=[C:39]([NH:41][C@@H:42]3[C:50]4[C:45](=[CH:46][CH:47]=[CH:48][CH:49]=4)[CH2:44][C@@H:43]3[O:51][CH2:2][CH3:3])[C:38]([CH2:52][CH3:53])=[N:37][C:36]=2[C:54]2[CH:55]=[N:56][C:57]([N:61]([CH3:63])[CH3:62])=[CH:58][C:59]=2[CH3:60])[CH2:34][CH2:33]1. (3) The product is: [O:21]=[C:15]1[CH:14]([N:7]2[C:6](=[O:22])[C:5]3[C:9](=[CH:10][CH:11]=[CH:12][C:4]=3[CH2:3][NH:2][C:53](=[O:54])[CH2:52][C:48]3[CH:49]=[CH:50][CH:51]=[C:46]([C:45]([F:56])([F:44])[F:57])[CH:47]=3)[C:8]2=[O:13])[CH2:19][CH2:18][C:17](=[O:20])[NH:16]1. Given the reactants Cl.[NH2:2][CH2:3][C:4]1[CH:12]=[CH:11][CH:10]=[C:9]2[C:5]=1[C:6](=[O:22])[N:7]([CH:14]1[CH2:19][CH2:18][C:17](=[O:20])[NH:16][C:15]1=[O:21])[C:8]2=[O:13].N12CCCN=C1CCCCC2.ON1C2C=CC=CC=2N=N1.[F:44][C:45]([F:57])([F:56])[C:46]1[CH:47]=[C:48]([CH2:52][C:53](O)=[O:54])[CH:49]=[CH:50][CH:51]=1.Cl.CN(C)CCCN=C=NCC, predict the reaction product. (4) Given the reactants [CH3:1][C:2]1[CH:7]=[CH:6][CH:5]=[C:4]([CH3:8])[C:3]=1[NH:9][C:10]1[C:18]2[C:13](=[N:14][C:15]([NH:19][C:20]3[CH:25]=[CH:24][CH:23]=[CH:22][CH:21]=3)=[N:16][CH:17]=2)[N:12]([CH2:26][CH2:27][CH:28]2[CH2:30][O:29]2)[N:11]=1.C1COCC1.[CH3:36][NH:37][CH3:38], predict the reaction product. The product is: [CH3:36][N:37]([CH3:38])[CH2:30][CH:28]([OH:29])[CH2:27][CH2:26][N:12]1[C:13]2=[N:14][C:15]([NH:19][C:20]3[CH:21]=[CH:22][CH:23]=[CH:24][CH:25]=3)=[N:16][CH:17]=[C:18]2[C:10]([NH:9][C:3]2[C:2]([CH3:1])=[CH:7][CH:6]=[CH:5][C:4]=2[CH3:8])=[N:11]1. (5) Given the reactants C(OC(=O)[N:7]([C:17]1[CH:22]=[CH:21][C:20]([CH:23]([OH:43])[C:24]2[C:32]3[CH:31]=[N:30][CH:29]=[N:28][C:27]=3[N:26]([Si](C(C)C)(C(C)C)C(C)C)[CH:25]=2)=[C:19]([CH3:44])[N:18]=1)[CH2:8][C:9]1[CH:10]=[N:11][C:12]([O:15][CH3:16])=[CH:13][CH:14]=1)(C)(C)C.C([SiH](CC)CC)C.FC(F)(F)C(O)=O, predict the reaction product. The product is: [CH3:16][O:15][C:12]1[N:11]=[CH:10][C:9]([CH2:8][NH:7][C:17]2[N:18]=[C:19]([CH3:44])[C:20]([C:23]([C:24]3[C:32]4[CH:31]=[N:30][CH:29]=[N:28][C:27]=4[NH:26][CH:25]=3)=[O:43])=[CH:21][CH:22]=2)=[CH:14][CH:13]=1.